The task is: Regression. Given a peptide amino acid sequence and an MHC pseudo amino acid sequence, predict their binding affinity value. This is MHC class II binding data.. This data is from Peptide-MHC class II binding affinity with 134,281 pairs from IEDB. (1) The binding affinity (normalized) is 0. The MHC is DRB4_0101 with pseudo-sequence DRB4_0103. The peptide sequence is NSRFSSWETVCDSLD. (2) The peptide sequence is CAKFTCAKSMSLFEVKK. The MHC is DRB1_0301 with pseudo-sequence DRB1_0301. The binding affinity (normalized) is 0.569. (3) The peptide sequence is DYVRMWVQAATVMSA. The MHC is DRB1_0802 with pseudo-sequence DRB1_0802. The binding affinity (normalized) is 0.591. (4) The peptide sequence is LVKYVNGDGDVVAVDIKEKG. The MHC is DRB1_0301 with pseudo-sequence DRB1_0301. The binding affinity (normalized) is 0.771. (5) The peptide sequence is LSDISLKLTSGKIAS. The MHC is HLA-DQA10301-DQB10302 with pseudo-sequence HLA-DQA10301-DQB10302. The binding affinity (normalized) is 0.175.